Dataset: Full USPTO retrosynthesis dataset with 1.9M reactions from patents (1976-2016). Task: Predict the reactants needed to synthesize the given product. (1) Given the product [Cl:1][C:2]1[CH:3]=[C:4]([C:8]2[C:9]([NH:14][C:24]([C:17]3[CH:16]=[N:15][N:19]4[CH:20]=[CH:21][CH:22]=[N:23][C:18]=34)=[O:25])=[C:10]([CH3:13])[NH:11][N:12]=2)[CH:5]=[CH:6][CH:7]=1, predict the reactants needed to synthesize it. The reactants are: [Cl:1][C:2]1[CH:3]=[C:4]([C:8]2[NH:12][N:11]=[C:10]([CH3:13])[C:9]=2[NH2:14])[CH:5]=[CH:6][CH:7]=1.[N:15]1[N:19]2[CH:20]=[CH:21][CH:22]=[N:23][C:18]2=[C:17]([C:24](O)=[O:25])[CH:16]=1.F[P-](F)(F)(F)(F)F.N1(O[P+](N2CCCC2)(N2CCCC2)N2CCCC2)C2N=CC=CC=2N=N1.C(N(CC)C(C)C)(C)C. (2) The reactants are: [CH2:1]([O:4][C:5]1[CH:15]=[CH:14][C:8]([C:9]([O:11][CH2:12][CH3:13])=[O:10])=[CH:7][C:6]=1[CH:16]=[CH2:17])C=C. Given the product [O:4]1[C:5]2[C:6](=[CH:7][C:8]([C:9]([O:11][CH2:12][CH3:13])=[O:10])=[CH:14][CH:15]=2)[CH:16]=[CH:17][CH2:1]1, predict the reactants needed to synthesize it.